This data is from Full USPTO retrosynthesis dataset with 1.9M reactions from patents (1976-2016). The task is: Predict the reactants needed to synthesize the given product. (1) Given the product [F:1][C:2]1[CH:11]=[CH:10][CH:9]=[C:8]2[C:3]=1[CH:4]=[N:5][C:6]([CH3:12])=[N:7]2, predict the reactants needed to synthesize it. The reactants are: [F:1][C:2]1[CH:11]=[CH:10][CH:9]=[C:8]2[C:3]=1[CH2:4][NH:5][C:6]([CH3:12])=[N:7]2.C(Cl)(Cl)Cl. (2) The reactants are: [CH3:1][N:2]([CH2:12][CH2:13][N:14]1[C:23]2[C:18](=[CH:19][C:20]([N+:24]([O-])=O)=[CH:21][CH:22]=2)[CH2:17][CH2:16][C:15]1=[O:27])[C:3](=[O:11])[O:4][C:5]1[CH:10]=[CH:9][CH:8]=[CH:7][CH:6]=1.C1COCC1. Given the product [NH2:24][C:20]1[CH:19]=[C:18]2[C:23](=[CH:22][CH:21]=1)[N:14]([CH2:13][CH2:12][N:2]([CH3:1])[C:3](=[O:11])[O:4][C:5]1[CH:6]=[CH:7][CH:8]=[CH:9][CH:10]=1)[C:15](=[O:27])[CH2:16][CH2:17]2, predict the reactants needed to synthesize it. (3) Given the product [Cl:41][C:38]1[CH:37]=[CH:36][C:35]([N:25]([CH2:26][C:27]2[CH:28]=[CH:29][C:30]([O:33][CH3:34])=[CH:31][CH:32]=2)[C:23]([C:20]2[S:19][C:18]([NH:1][CH:2]3[CH2:3][CH2:4][N:5]([C:8]([O:10][C:11]([CH3:14])([CH3:13])[CH3:12])=[O:9])[CH2:6][CH2:7]3)=[N:22][CH:21]=2)=[O:24])=[CH:40][CH:39]=1, predict the reactants needed to synthesize it. The reactants are: [NH2:1][CH:2]1[CH2:7][CH2:6][N:5]([C:8]([O:10][C:11]([CH3:14])([CH3:13])[CH3:12])=[O:9])[CH2:4][CH2:3]1.[H-].[Na+].Br[C:18]1[S:19][C:20]([C:23]([N:25]([C:35]2[CH:40]=[CH:39][C:38]([Cl:41])=[CH:37][CH:36]=2)[CH2:26][C:27]2[CH:32]=[CH:31][C:30]([O:33][CH3:34])=[CH:29][CH:28]=2)=[O:24])=[CH:21][N:22]=1.